Dataset: TCR-epitope binding with 47,182 pairs between 192 epitopes and 23,139 TCRs. Task: Binary Classification. Given a T-cell receptor sequence (or CDR3 region) and an epitope sequence, predict whether binding occurs between them. (1) The epitope is NLVPMVATV. The TCR CDR3 sequence is CAIRGGSLTDTQYF. Result: 0 (the TCR does not bind to the epitope). (2) The epitope is RAKFKQLL. Result: 1 (the TCR binds to the epitope). The TCR CDR3 sequence is CASSQVQGAVGELFF. (3) The epitope is VTEHDTLLY. The TCR CDR3 sequence is CASSWSGGGASATQYF. Result: 1 (the TCR binds to the epitope). (4) The epitope is IVDTVSALV. The TCR CDR3 sequence is CASTPEVSSYNEQFF. Result: 0 (the TCR does not bind to the epitope). (5) The epitope is LPPAYTNSF. The TCR CDR3 sequence is CASSETENTGELFF. Result: 1 (the TCR binds to the epitope). (6) The epitope is FTISVTTEIL. The TCR CDR3 sequence is CAWSLLNDLEAFF. Result: 0 (the TCR does not bind to the epitope). (7) The epitope is HTTDPSFLGRY. The TCR CDR3 sequence is CASSLGEGGAQSEQFF. Result: 0 (the TCR does not bind to the epitope). (8) The epitope is PROT_97E67BCC. The TCR CDR3 sequence is CASSEWARGSGELFF. Result: 1 (the TCR binds to the epitope). (9) The epitope is PKYVKQNTLKLAT. The TCR CDR3 sequence is CASSSHGGGSYGYTF. Result: 1 (the TCR binds to the epitope).